This data is from Forward reaction prediction with 1.9M reactions from USPTO patents (1976-2016). The task is: Predict the product of the given reaction. Given the reactants [C:1]1([S:7]([C:10]2[CH:15]=[CH:14][CH:13]=[C:12](F)[CH:11]=2)(=[O:9])=[O:8])[CH:6]=[CH:5][CH:4]=[CH:3][CH:2]=1.O.[NH2:18][NH2:19].CS(C)=O, predict the reaction product. The product is: [C:1]1([S:7]([C:10]2[CH:11]=[C:12]([NH:18][NH2:19])[CH:13]=[CH:14][CH:15]=2)(=[O:9])=[O:8])[CH:6]=[CH:5][CH:4]=[CH:3][CH:2]=1.